Dataset: Forward reaction prediction with 1.9M reactions from USPTO patents (1976-2016). Task: Predict the product of the given reaction. (1) Given the reactants [F:1][C:2]([F:34])([F:33])[C:3]1[CH:4]=[C:5]([CH:26]=[C:27]([C:29]([F:32])([F:31])[F:30])[CH:28]=1)[CH2:6][N:7]([CH2:14][C:15]1[CH:20]=[C:19]([C:21]([F:24])([F:23])[F:22])[CH:18]=[CH:17][C:16]=1Br)[C:8]1[N:9]=[N:10][N:11]([CH3:13])[N:12]=1.C([Mg]Cl)(C)C.[Li+].[Cl-].[CH:42]1([CH:47]=[O:48])[CH2:46][CH2:45][CH2:44][CH2:43]1, predict the reaction product. The product is: [F:1][C:2]([F:34])([F:33])[C:3]1[CH:4]=[C:5]([CH:26]=[C:27]([C:29]([F:32])([F:31])[F:30])[CH:28]=1)[CH2:6][N:7]([CH2:14][C:15]1[CH:20]=[C:19]([C:21]([F:24])([F:23])[F:22])[CH:18]=[CH:17][C:16]=1[CH:47]([CH:42]1[CH2:46][CH2:45][CH2:44][CH2:43]1)[OH:48])[C:8]1[N:9]=[N:10][N:11]([CH3:13])[N:12]=1. (2) The product is: [CH3:39][O:38][C:35]1[CH:36]=[CH:37][C:32]([CH2:31][N:17]2[C@H:16]3[CH2:15][S:14][C@@H:13]([CH2:12][CH2:11][CH2:10][CH2:9][CH2:8][O:7][CH2:6][CH:5]=[CH2:4])[C@H:20]3[N:19]([CH2:21][C:22]3[CH:27]=[CH:26][C:25]([O:28][CH3:29])=[CH:24][CH:23]=3)[C:18]2=[O:30])=[CH:33][CH:34]=1. Given the reactants [H-].[Na+].I[CH2:4][CH:5]=[CH2:6].[OH:7][CH2:8][CH2:9][CH2:10][CH2:11][CH2:12][C@H:13]1[C@@H:20]2[C@@H:16]([N:17]([CH2:31][C:32]3[CH:37]=[CH:36][C:35]([O:38][CH3:39])=[CH:34][CH:33]=3)[C:18](=[O:30])[N:19]2[CH2:21][C:22]2[CH:27]=[CH:26][C:25]([O:28][CH3:29])=[CH:24][CH:23]=2)[CH2:15][S:14]1, predict the reaction product. (3) Given the reactants [CH3:1][N:2]([CH3:6])[CH2:3][CH2:4][NH2:5].C(N(CC)CC)C.[CH3:14][S:15](Cl)(=[O:17])=[O:16], predict the reaction product. The product is: [CH3:1][N:2]([CH3:6])[CH2:3][CH2:4][NH:5][S:15]([CH3:14])(=[O:17])=[O:16]. (4) Given the reactants [CH3:1][C:2]1[C:3](C)=[C:4]([C:12]([O-])=[O:13])[C:5](=[CH:10][CH:11]=1)[C:6](OC)=[O:7].[Li+].C[Si]([N-][Si](C)(C)C)(C)C.[C:26]([O:35][CH2:36][CH3:37])(=[O:34])[CH2:27][CH2:28][C:29]([O:31][CH2:32][CH3:33])=[O:30].Cl, predict the reaction product. The product is: [OH:7][C:6]1[C:5]2[C:4](=[CH:3][C:2]([CH3:1])=[CH:11][CH:10]=2)[C:12]([OH:13])=[C:27]([C:26]([O:35][CH2:36][CH3:37])=[O:34])[C:28]=1[C:29]([O:31][CH2:32][CH3:33])=[O:30].